From a dataset of Reaction yield outcomes from USPTO patents with 853,638 reactions. Predict the reaction yield, written as a fraction of the theoretical maximum amount of product (1.0 means a 100% yield; for example, 0.34 means a 34% yield). (1) The reactants are [CH:1]1[C:11]2[CH:10]([O:12][CH2:13][CH2:14][OH:15])[C:9]3[CH:16]=[CH:17][CH:18]=[CH:19][C:8]=3[CH2:7][S:6][C:5]=2[CH:4]=[CH:3][CH:2]=1.C(P(CCCC)CCCC)CCC.[CH2:33]([O:35][C:36](=[O:49])[CH:37]([O:46][CH2:47][CH3:48])[CH2:38][C:39]1[CH:44]=[CH:43][C:42](O)=[CH:41][CH:40]=1)[CH3:34].C1CCN(C(N=NC(N2CCCCC2)=O)=O)CC1. The catalyst is C1C=CC=CC=1.CCCCCCC. The product is [CH2:33]([O:35][C:36](=[O:49])[CH:37]([O:46][CH2:47][CH3:48])[CH2:38][C:39]1[CH:44]=[CH:43][C:42]([O:15][CH2:14][CH2:13][O:12][CH:10]2[C:9]3[CH:16]=[CH:17][CH:18]=[CH:19][C:8]=3[CH2:7][S:6][C:5]3[CH:4]=[CH:3][CH:2]=[CH:1][C:11]2=3)=[CH:41][CH:40]=1)[CH3:34]. The yield is 0.750. (2) The reactants are [F:1][C:2]1[CH:20]=[CH:19][C:5]([CH2:6][N:7]2[C:15]3[C:10](=[CH:11][CH:12]=[CH:13][CH:14]=3)[C:9]([C:16]([OH:18])=O)=[N:8]2)=[CH:4][CH:3]=1.[NH2:21][C@H:22]([C:27]([NH2:29])=[O:28])[C:23]([CH3:26])([CH3:25])[CH3:24].CCN=C=NCCCN(C)C.Cl.C1C=CC2N(O)N=NC=2C=1.C(N(CC)C(C)C)(C)C. The catalyst is CN(C=O)C.C(OCC)(=O)C.CCCCCC.O. The product is [NH2:29][C:27]([C@@H:22]([NH:21][C:16]([C:9]1[C:10]2[C:15](=[CH:14][CH:13]=[CH:12][CH:11]=2)[N:7]([CH2:6][C:5]2[CH:4]=[CH:3][C:2]([F:1])=[CH:20][CH:19]=2)[N:8]=1)=[O:18])[C:23]([CH3:26])([CH3:25])[CH3:24])=[O:28]. The yield is 0.490.